Dataset: Catalyst prediction with 721,799 reactions and 888 catalyst types from USPTO. Task: Predict which catalyst facilitates the given reaction. Reactant: CN(C)C=O.Br[C:7]1[CH:8]=[C:9]([CH:13]=[CH:14][C:15]=1[O:16][CH3:17])[CH2:10][C:11]#[N:12].C(=O)([O-])[O-].[K+].[K+].[CH2:24](B(CC)CC)[CH3:25]. Product: [CH2:24]([C:7]1[CH:8]=[C:9]([CH2:10][C:11]#[N:12])[CH:13]=[CH:14][C:15]=1[O:16][CH3:17])[CH3:25]. The catalyst class is: 6.